This data is from Catalyst prediction with 721,799 reactions and 888 catalyst types from USPTO. The task is: Predict which catalyst facilitates the given reaction. (1) Reactant: I[C:2]1[CH:3]=[CH:4][C:5]([NH:8][C:9]([NH:11][CH2:12][C:13]2[CH:18]=[CH:17][CH:16]=[CH:15][C:14]=2[O:19][CH3:20])=[NH:10])=[N:6][CH:7]=1.[S:21]1[CH:25]=[CH:24][CH:23]=[C:22]1OB(O)O.C(=O)([O-])[O-].[Na+].[Na+]. Product: [CH3:20][O:19][C:14]1[CH:15]=[CH:16][CH:17]=[CH:18][C:13]=1[CH2:12][NH:11][C:9]([NH:8][C:5]1[CH:4]=[CH:3][C:2]([C:22]2[S:21][CH:25]=[CH:24][CH:23]=2)=[CH:7][N:6]=1)=[NH:10]. The catalyst class is: 492. (2) Reactant: [N+:1](/[CH:4]=[CH:5]/[CH:6]1[CH2:8][CH2:7]1)([O-:3])=[O:2].[C:9]([O:13][CH2:14][CH3:15])(=[O:12])[CH2:10][SH:11]. Product: [CH:6]1([CH:5]([S:11][CH2:10][C:9]([O:13][CH2:14][CH3:15])=[O:12])[CH2:4][N+:1]([O-:3])=[O:2])[CH2:8][CH2:7]1. The catalyst class is: 1. (3) Reactant: Br[C:2]1[CH:11]=[CH:10][C:5]([C:6]([O:8]C)=[O:7])=[C:4](C)[CH:3]=1.C([Cu])#N.[CH3:16][N:17]([CH:19]=[O:20])C. Product: [O:20]=[C:19]1[C:2]2[C:3](=[CH:4][C:5]([C:6]([OH:8])=[O:7])=[CH:10][CH:11]=2)[CH2:16][NH:17]1. The catalyst class is: 25. (4) Product: [F:1][C:2]1[CH:3]=[CH:4][C:5]([OH:28])=[C:6]([CH3:27])[C:7]=1[NH:8][CH2:9][C:10]1[CH:15]=[C:14]([C:16]2[CH:21]=[CH:20][CH:19]=[C:18]([F:22])[CH:17]=2)[CH:13]=[C:12]([CH3:23])[C:11]=1[O:24][CH3:25]. Reactant: [F:1][C:2]1[C:7]([NH:8][C:9](=O)[C:10]2[CH:15]=[C:14]([C:16]3[CH:21]=[CH:20][CH:19]=[C:18]([F:22])[CH:17]=3)[CH:13]=[C:12]([CH3:23])[C:11]=2[O:24][CH3:25])=[C:6]([CH3:27])[C:5]([OH:28])=[CH:4][CH:3]=1.O. The catalyst class is: 1.